This data is from Peptide-MHC class I binding affinity with 185,985 pairs from IEDB/IMGT. The task is: Regression. Given a peptide amino acid sequence and an MHC pseudo amino acid sequence, predict their binding affinity value. This is MHC class I binding data. (1) The MHC is HLA-B51:01 with pseudo-sequence HLA-B51:01. The binding affinity (normalized) is 0. The peptide sequence is LEKARGSTY. (2) The binding affinity (normalized) is 0.0847. The peptide sequence is PAASAIFDV. The MHC is HLA-A02:11 with pseudo-sequence HLA-A02:11. (3) The peptide sequence is VKYPKFFFV. The MHC is H-2-Db with pseudo-sequence H-2-Db. The binding affinity (normalized) is 0.194. (4) The peptide sequence is YPQLSAIAL. The MHC is HLA-B51:01 with pseudo-sequence HLA-B51:01. The binding affinity (normalized) is 0.262. (5) The peptide sequence is IYDRYANKL. The MHC is H-2-Kd with pseudo-sequence H-2-Kd. The binding affinity (normalized) is 0.0663. (6) The peptide sequence is YLLAGGCPY. The MHC is BoLA-D18.4 with pseudo-sequence BoLA-D18.4. The binding affinity (normalized) is 0.427. (7) The MHC is H-2-Kd with pseudo-sequence H-2-Kd. The binding affinity (normalized) is 0.0260. The peptide sequence is LYEAGVTDEVL. (8) The peptide sequence is AHSPLAAQL. The MHC is Mamu-A07 with pseudo-sequence Mamu-A07. The binding affinity (normalized) is 0.588.